Task: Regression. Given two drug SMILES strings and cell line genomic features, predict the synergy score measuring deviation from expected non-interaction effect.. Dataset: NCI-60 drug combinations with 297,098 pairs across 59 cell lines (1) Drug 1: CC1=C(C=C(C=C1)NC2=NC=CC(=N2)N(C)C3=CC4=NN(C(=C4C=C3)C)C)S(=O)(=O)N.Cl. Drug 2: C1C(C(OC1N2C=NC3=C2NC=NCC3O)CO)O. Cell line: UACC62. Synergy scores: CSS=1.36, Synergy_ZIP=-0.432, Synergy_Bliss=0.268, Synergy_Loewe=-0.561, Synergy_HSA=-0.0762. (2) Cell line: HCT116. Drug 2: N.N.Cl[Pt+2]Cl. Drug 1: CCC1(CC2CC(C3=C(CCN(C2)C1)C4=CC=CC=C4N3)(C5=C(C=C6C(=C5)C78CCN9C7C(C=CC9)(C(C(C8N6C)(C(=O)OC)O)OC(=O)C)CC)OC)C(=O)OC)O.OS(=O)(=O)O. Synergy scores: CSS=42.0, Synergy_ZIP=0.867, Synergy_Bliss=1.90, Synergy_Loewe=-3.23, Synergy_HSA=3.98. (3) Drug 1: CCC(=C(C1=CC=CC=C1)C2=CC=C(C=C2)OCCN(C)C)C3=CC=CC=C3.C(C(=O)O)C(CC(=O)O)(C(=O)O)O. Drug 2: CC1CCC2CC(C(=CC=CC=CC(CC(C(=O)C(C(C(=CC(C(=O)CC(OC(=O)C3CCCCN3C(=O)C(=O)C1(O2)O)C(C)CC4CCC(C(C4)OC)OCCO)C)C)O)OC)C)C)C)OC. Cell line: K-562. Synergy scores: CSS=12.7, Synergy_ZIP=-6.71, Synergy_Bliss=-12.9, Synergy_Loewe=-8.80, Synergy_HSA=-8.68. (4) Drug 1: CC1=C2C(C(=O)C3(C(CC4C(C3C(C(C2(C)C)(CC1OC(=O)C(C(C5=CC=CC=C5)NC(=O)OC(C)(C)C)O)O)OC(=O)C6=CC=CC=C6)(CO4)OC(=O)C)OC)C)OC. Drug 2: C(CCl)NC(=O)N(CCCl)N=O. Cell line: OVCAR3. Synergy scores: CSS=71.5, Synergy_ZIP=19.0, Synergy_Bliss=18.6, Synergy_Loewe=-21.2, Synergy_HSA=20.1.